From a dataset of Forward reaction prediction with 1.9M reactions from USPTO patents (1976-2016). Predict the product of the given reaction. (1) Given the reactants [Cl:1][C:2]1[CH:3]=[C:4]([C:8]#[C:9][C:10]2([OH:17])[CH2:15][CH2:14][C:13](=O)[CH2:12][CH2:11]2)[CH:5]=[CH:6][CH:7]=1.[NH2:18][C:19]1[CH:23]=[C:22]([CH3:24])[NH:21][N:20]=1.C(O)(=O)C.C(O[BH-](OC(=O)C)OC(=O)C)(=O)C.[Na+], predict the reaction product. The product is: [Cl:1][C:2]1[CH:3]=[C:4]([C:8]#[C:9][C:10]2([OH:17])[CH2:15][CH2:14][CH:13]([NH:18][C:19]3[CH:23]=[C:22]([CH3:24])[NH:21][N:20]=3)[CH2:12][CH2:11]2)[CH:5]=[CH:6][CH:7]=1. (2) Given the reactants [Cl:1][C:2]1[CH:3]=[C:4]([CH3:12])[C:5]2[O:9][C:8](S)=[N:7][C:6]=2[CH:11]=1.[CH3:13][N:14]1[CH2:20][CH2:19][CH2:18][NH:17][CH2:16][CH2:15]1, predict the reaction product. The product is: [Cl:1][C:2]1[CH:3]=[C:4]([CH3:12])[C:5]2[O:9][C:8]([N:17]3[CH2:18][CH2:19][CH2:20][N:14]([CH3:13])[CH2:15][CH2:16]3)=[N:7][C:6]=2[CH:11]=1. (3) Given the reactants [F:1][C:2]1[CH:7]=[CH:6][C:5]([CH2:8][NH:9][C@H:10]2[C@@H:16]3[CH2:17][CH2:18][C@@H:12]([C@@H:13]4[C@H:15]3[CH2:14]4)[C@H:11]2[C:19](OC)=[O:20])=[CH:4][CH:3]=1.[CH3:23][S:24]([NH:27][C:28]1[CH:43]=[CH:42][C:31]2[NH:32][C:33]([CH2:38][C:39](O)=[O:40])=[N:34][S:35](=[O:37])(=[O:36])[C:30]=2[CH:29]=1)(=[O:26])=[O:25].CN1CCOCC1.Cl.CN(C)CCCN=C=NCC.C(N(CC)CC)C, predict the reaction product. The product is: [F:1][C:2]1[CH:3]=[CH:4][C:5]([CH2:8][N:9]2[C:39](=[O:40])[C:38]([C:33]3[NH:32][C:31]4[CH:42]=[CH:43][C:28]([NH:27][S:24]([CH3:23])(=[O:26])=[O:25])=[CH:29][C:30]=4[S:35](=[O:37])(=[O:36])[N:34]=3)=[C:19]([OH:20])[C@H:11]3[C@@H:10]2[C@@H:16]2[CH2:17][CH2:18][C@H:12]3[C@@H:13]3[C@H:15]2[CH2:14]3)=[CH:6][CH:7]=1. (4) Given the reactants [NH2:1][C@H:2]1[CH2:7][N:6]([C:8]2[N:13]=[C:12]([CH3:14])[CH:11]=[C:10]([NH:15][C:16]3[NH:20][N:19]=[CH:18][CH:17]=3)[N:9]=2)[CH2:5][C@@H:4]([C:21]([O:23][CH3:24])=[O:22])[CH2:3]1.[C:25](=O)([O:36][C@@H:37]([CH3:42])[C:38]([F:41])([F:40])[F:39])[O:26]C1C=CC([N+]([O-])=O)=CC=1, predict the reaction product. The product is: [CH3:14][C:12]1[CH:11]=[C:10]([NH:15][C:16]2[NH:20][N:19]=[CH:18][CH:17]=2)[N:9]=[C:8]([N:6]2[CH2:7][C@H:2]([NH:1][C:25]([O:36][C@@H:37]([CH3:42])[C:38]([F:41])([F:40])[F:39])=[O:26])[CH2:3][C@H:4]([C:21]([O:23][CH3:24])=[O:22])[CH2:5]2)[N:13]=1. (5) Given the reactants [CH2:1]([NH2:7])[CH2:2][CH2:3][CH2:4][CH2:5][CH3:6].CC(OC([NH:15][C@H:16]([C:25](O)=O)[CH2:17][CH2:18][C:19]1[CH:24]=[CH:23][CH:22]=[CH:21][CH:20]=1)=O)(C)C.[CH:28]1[CH:33]=[N:32][C:31]2[N:34](O)N=N[C:30]=2[CH:29]=1.N1[C:43]([CH3:44])=[CH:42][CH:41]=[CH:40][C:39]=1[CH3:45].CCN=C=NCCCN(C)C.Cl, predict the reaction product. The product is: [CH2:16]([NH-:15])[CH2:17][CH2:18][CH2:19][CH2:20][CH2:21][CH2:22][CH3:23].[CH2:1]([NH-:7])[CH2:2][CH2:3][CH2:4][CH2:5][CH2:6][CH2:33][CH2:28][CH2:29][CH3:30].[CH2:31]([NH-:34])[CH2:30][CH2:29][CH2:28][CH2:33][CH2:45][CH2:39][CH2:40][CH2:41][CH2:42][CH2:43][CH3:44].[CH2:31]([NH-:32])[CH2:30][CH2:29][CH2:28][CH2:20][CH2:21][CH2:22][CH2:23][CH2:24][CH2:19][CH2:18][CH2:17][CH2:16][CH3:25]. (6) Given the reactants [CH:1]1([N:4]2[C:13]3[C:8](=[CH:9][C:10]([F:16])=[C:11](F)[C:12]=3[CH3:14])[C:7](=[O:17])[NH:6][C:5]2=[O:18])[CH2:3][CH2:2]1.[C:19]([O:23][C:24](=[O:35])[NH:25][CH:26]([CH:28]1[C:32]([CH3:34])([CH3:33])[CH2:31][NH:30][CH2:29]1)[CH3:27])([CH3:22])([CH3:21])[CH3:20].C(OC(=O)C1C=C(F)C(N2CC[C@H](NC(OC(C)(C)C)=O)C2)=C(Cl)C=1NC1CC1)C.C(N(CC)CC)C, predict the reaction product. The product is: [C:19]([O:23][C:24](=[O:35])[NH:25][CH:26]([CH:28]1[C:32]([CH3:34])([CH3:33])[CH2:31][N:30]([C:11]2[C:12]([CH3:14])=[C:13]3[C:8]([C:7](=[O:17])[NH:6][C:5](=[O:18])[N:4]3[CH:1]3[CH2:3][CH2:2]3)=[CH:9][C:10]=2[F:16])[CH2:29]1)[CH3:27])([CH3:20])([CH3:21])[CH3:22]. (7) Given the reactants [N+:1]([C:4]1[CH:5]=[CH:6][CH:7]=[C:8](/[C:10](=N/[S@@](C(C)(C)C)=O)/[CH2:11][CH2:12][CH3:13])[CH:9]=1)([O-:3])=[O:2].[C:21]([O:24][CH3:25])(=[O:23])[CH3:22], predict the reaction product. The product is: [CH3:25][O:24][C:21](=[O:23])[CH2:22][CH:10]([C:8]1[CH:7]=[CH:6][CH:5]=[C:4]([N+:1]([O-:3])=[O:2])[CH:9]=1)[CH2:11][CH2:12][CH3:13]. (8) Given the reactants [Cl:1][CH2:2]/[CH:3]=[CH:4]\[CH2:5][NH2:6].C(N(CC)C(C)C)(C)C.[C:16](O[C:16]([O:18][C:19]([CH3:22])([CH3:21])[CH3:20])=[O:17])([O:18][C:19]([CH3:22])([CH3:21])[CH3:20])=[O:17], predict the reaction product. The product is: [Cl:1][CH2:2]/[CH:3]=[CH:4]\[CH2:5][NH:6][C:16](=[O:17])[O:18][C:19]([CH3:22])([CH3:21])[CH3:20]. (9) Given the reactants [C:1]1([CH3:13])[CH:6]=[CH:5][C:4]([O:7][C@@H:8]([CH3:12])[C:9](Cl)=[O:10])=[CH:3][CH:2]=1.[N:14]1[CH:19]=[CH:18][CH:17]=[C:16]([C:20]2[N:24]=[C:23]([CH2:25][NH:26][CH:27]([CH3:29])[CH3:28])[O:22][N:21]=2)[CH:15]=1.C(N(CC)CC)C, predict the reaction product. The product is: [CH:27]([N:26]([CH2:25][C:23]1[O:22][N:21]=[C:20]([C:16]2[CH:15]=[N:14][CH:19]=[CH:18][CH:17]=2)[N:24]=1)[C:9](=[O:10])[C@@H:8]([O:7][C:4]1[CH:5]=[CH:6][C:1]([CH3:13])=[CH:2][CH:3]=1)[CH3:12])([CH3:29])[CH3:28]. (10) The product is: [CH3:23][CH:22]([CH3:24])[CH2:21][C@H:11]([NH:10][C:9]([C@H:8]1[O:7][C@@H:6]1[C:4]([OH:5])=[O:3])=[O:25])[C:12](=[O:20])[NH:13][C:14]1[CH:19]=[CH:18][CH:17]=[CH:16][CH:15]=1. Given the reactants C([O:3][C:4]([C@@H:6]1[C@@H:8]([C:9](=[O:25])[NH:10][C@@H:11]([CH2:21][CH:22]([CH3:24])[CH3:23])[C:12](=[O:20])[NH:13][C:14]2[CH:19]=[CH:18][CH:17]=[CH:16][CH:15]=2)[O:7]1)=[O:5])C.[Li+].[OH-], predict the reaction product.